Dataset: Retrosynthesis with 50K atom-mapped reactions and 10 reaction types from USPTO. Task: Predict the reactants needed to synthesize the given product. (1) Given the product CCOC(=O)c1c(C)n(COCC[Si](C)(C)C)c2c(-c3cc(C)c(F)cc3OCC3CC3)ncnc12, predict the reactants needed to synthesize it. The reactants are: CCOC(=O)c1c(C)[nH]c2c(-c3cc(C)c(F)cc3OCC3CC3)ncnc12.C[Si](C)(C)CCOCCl. (2) Given the product Clc1ccc(C2(c3ccc(I)cc3)CO2)cc1, predict the reactants needed to synthesize it. The reactants are: CS(C)=O.O=C(c1ccc(Cl)cc1)c1ccc(I)cc1. (3) Given the product COC(=O)[C@@H](NCc1ccc(-c2ccccc2C#N)cc1)C(C)C, predict the reactants needed to synthesize it. The reactants are: COC(=O)[C@@H](N)C(C)C.N#Cc1ccccc1-c1ccc(CBr)cc1. (4) Given the product Cc1nc(C)c(Cl)c(NCc2nccc(SCCOCCn3c([N+](=O)[O-])cnc3C)c2C)n1, predict the reactants needed to synthesize it. The reactants are: Cc1nc(C)c(Cl)c(NCc2nccc(SCCOCCCl)c2C)n1.Cc1ncc([N+](=O)[O-])[nH]1. (5) Given the product O=S(=O)(c1cccc(C(F)(F)F)c1)n1ccc2c(Br)cccc21, predict the reactants needed to synthesize it. The reactants are: Brc1cccc2[nH]ccc12.O=S(=O)(Cl)c1cccc(C(F)(F)F)c1. (6) Given the product CNC(=O)CCCN1CCc2ccc(-c3noc(-c4ccc(OC(C)C)c(C#N)c4)n3)cc2CC1, predict the reactants needed to synthesize it. The reactants are: CC(C)Oc1ccc(-c2nc(-c3ccc4c(c3)CCN(CCCC(=O)O)CC4)no2)cc1C#N.CN. (7) Given the product CCOC(OCC)C(=O)NCc1ccccc1Br, predict the reactants needed to synthesize it. The reactants are: CCOC(=O)C(OCC)OCC.NCc1ccccc1Br.